Dataset: Catalyst prediction with 721,799 reactions and 888 catalyst types from USPTO. Task: Predict which catalyst facilitates the given reaction. (1) Reactant: C[O:2][C:3](=[O:13])[C:4]1[CH:9]=[CH:8][C:7]([OH:10])=[C:6]([CH:11]=O)[CH:5]=1.[Cl:14][C:15]1[CH:16]=[C:17]([CH:20]=[CH:21][C:22]=1[Cl:23])[CH2:18]Br.C(=O)([O-])[O-].[K+].[K+]. Product: [Cl:14][C:15]1[CH:16]=[C:17]([C:18]2[O:10][C:7]3[CH:8]=[CH:9][C:4]([C:3]([OH:2])=[O:13])=[CH:5][C:6]=3[CH:11]=2)[CH:20]=[CH:21][C:22]=1[Cl:23]. The catalyst class is: 3. (2) Reactant: C[O:2][C:3]([C:5]1([CH2:11][NH:12][C:13]([O:15][C:16]([CH3:19])([CH3:18])[CH3:17])=[O:14])[CH2:7][CH:6]1[CH:8]([CH3:10])[CH3:9])=[O:4].[OH-].[Li+]. Product: [C:16]([O:15][C:13]([NH:12][CH2:11][C:5]1([C:3]([OH:4])=[O:2])[CH2:7][CH:6]1[CH:8]([CH3:9])[CH3:10])=[O:14])([CH3:17])([CH3:19])[CH3:18]. The catalyst class is: 24. (3) The catalyst class is: 2. Product: [I:1][C:2]1[CH:7]=[CH:6][C:5]([C:8]([C:10]2[CH:15]=[CH:14][C:13]([OH:16])=[CH:12][CH:11]=2)=[O:9])=[CH:4][CH:3]=1. Reactant: [I:1][C:2]1[CH:7]=[CH:6][C:5]([C:8]([C:10]2[CH:15]=[CH:14][C:13]([O:16]C)=[CH:12][CH:11]=2)=[O:9])=[CH:4][CH:3]=1.B(Br)(Br)Br. (4) Reactant: [F:1][CH2:2][S:3]([C:6]1[CH:11]=[CH:10][C:9]([Cl:12])=[CH:8][CH:7]=1)(=[O:5])=[O:4].[NH2:13][NH2:14].O.Cl.CO. Product: [ClH:12].[F:1][CH2:2][S:3]([C:6]1[CH:11]=[CH:10][C:9]([NH:13][NH2:14])=[CH:8][CH:7]=1)(=[O:5])=[O:4]. The catalyst class is: 3. (5) Reactant: [CH3:1][C:2]1[CH:25]=[C:24]([CH3:26])[C:5]2[N:6](C(OC(C)(C)C)=O)[CH2:7][CH2:8][CH:9](C(OCC)=O)[C:10](=[O:11])[C:4]=2[CH:3]=1.CC1C=C(C)C2N(C(OC(C)(C)C)=O)CCC(C(OC)=O)C(=O)C=2C=1.[ClH:52].N#N. Product: [ClH:52].[CH3:1][C:2]1[CH:25]=[C:24]([CH3:26])[C:5]2[NH:6][CH2:7][CH2:8][CH2:9][C:10](=[O:11])[C:4]=2[CH:3]=1. The catalyst class is: 41. (6) Reactant: CS(C)=O.C(Cl)(=O)C(Cl)=O.[CH2:11]([O:14][C@@H:15]1[C@@H:23]([CH2:24][OH:25])[O:22][C@H:21]2[C@H:17]([N:18]=[C:19]([N:26]([CH2:34][CH3:35])[C:27](=[O:33])[O:28][C:29]([CH3:32])([CH3:31])[CH3:30])[S:20]2)[C@H:16]1[O:36][CH2:37][CH:38]=[CH2:39])[CH:12]=[CH2:13].C(N(CC)CC)C. Product: [CH2:11]([O:14][C@@H:15]1[C@@H:23]([CH:24]=[O:25])[O:22][C@H:21]2[C@H:17]([N:18]=[C:19]([N:26]([CH2:34][CH3:35])[C:27](=[O:33])[O:28][C:29]([CH3:30])([CH3:31])[CH3:32])[S:20]2)[C@H:16]1[O:36][CH2:37][CH:38]=[CH2:39])[CH:12]=[CH2:13]. The catalyst class is: 4. (7) Reactant: [F:1][C:2]([F:42])([F:41])[C:3]1[CH:4]=[C:5]([CH:34]=[C:35]([C:37]([F:40])([F:39])[F:38])[CH:36]=1)[CH2:6][N:7]([C:28]1[N:29]=[N:30][N:31]([CH3:33])[N:32]=1)[CH2:8][C:9]1[CH:14]=[C:13]([C:15]([F:18])([F:17])[F:16])[CH:12]=[CH:11][C:10]=1B1OC(C)(C)C(C)(C)O1.Br[C:44]1[CH:45]=[C:46]([C:51](=[O:53])[CH3:52])[CH:47]=[CH:48][C:49]=1[CH3:50].C(=O)([O-])[O-].[Na+].[Na+]. Product: [F:41][C:2]([F:1])([F:42])[C:3]1[CH:4]=[C:5]([CH:34]=[C:35]([C:37]([F:39])([F:38])[F:40])[CH:36]=1)[CH2:6][N:7]([CH2:8][C:9]1[CH:14]=[C:13]([C:15]([F:16])([F:18])[F:17])[CH:12]=[CH:11][C:10]=1[C:44]1[C:49]([CH3:50])=[CH:48][CH:47]=[C:46]([C:51](=[O:53])[CH3:52])[CH:45]=1)[C:28]1[N:29]=[N:30][N:31]([CH3:33])[N:32]=1. The catalyst class is: 203. (8) Reactant: [OH:1][CH2:2][C:3]1[CH:4]=[C:5]([C:24]2[CH:29]=[CH:28][CH:27]=[CH:26][CH:25]=2)[CH:6]=[C:7]2[C:11]=1[NH:10][CH:9]=[C:8]2[CH:12]1[CH2:16][CH2:15][N:14]([C:17]([O:19][C:20]([CH3:23])([CH3:22])[CH3:21])=[O:18])[CH2:13]1.[C-]#N.[Na+].C1C[O:36][CH2:35]C1. Product: [CH3:21][C:20]([O:19][C:17]([N:14]1[CH2:15][CH2:16][CH:12]([C:8]2[C:7]3[C:11](=[C:3]([C:2]([O:36][CH3:35])=[O:1])[CH:4]=[C:5]([C:24]4[CH:25]=[CH:26][CH:27]=[CH:28][CH:29]=4)[CH:6]=3)[NH:10][CH:9]=2)[CH2:13]1)=[O:18])([CH3:23])[CH3:22]. The catalyst class is: 697.